This data is from NCI-60 drug combinations with 297,098 pairs across 59 cell lines. The task is: Regression. Given two drug SMILES strings and cell line genomic features, predict the synergy score measuring deviation from expected non-interaction effect. (1) Drug 1: COC1=C(C=C2C(=C1)N=CN=C2NC3=CC(=C(C=C3)F)Cl)OCCCN4CCOCC4. Drug 2: CCC(=C(C1=CC=CC=C1)C2=CC=C(C=C2)OCCN(C)C)C3=CC=CC=C3.C(C(=O)O)C(CC(=O)O)(C(=O)O)O. Cell line: LOX IMVI. Synergy scores: CSS=9.68, Synergy_ZIP=-8.36, Synergy_Bliss=-7.83, Synergy_Loewe=-4.81, Synergy_HSA=-3.46. (2) Drug 1: CC1=C(C=C(C=C1)NC(=O)C2=CC=C(C=C2)CN3CCN(CC3)C)NC4=NC=CC(=N4)C5=CN=CC=C5. Drug 2: CCC1=C2CN3C(=CC4=C(C3=O)COC(=O)C4(CC)O)C2=NC5=C1C=C(C=C5)O. Cell line: SF-295. Synergy scores: CSS=45.9, Synergy_ZIP=4.82, Synergy_Bliss=1.43, Synergy_Loewe=-27.0, Synergy_HSA=0.430. (3) Drug 1: C1CC(=O)NC(=O)C1N2CC3=C(C2=O)C=CC=C3N. Drug 2: CC(C)(C#N)C1=CC(=CC(=C1)CN2C=NC=N2)C(C)(C)C#N. Cell line: SN12C. Synergy scores: CSS=3.61, Synergy_ZIP=-3.84, Synergy_Bliss=-3.32, Synergy_Loewe=-1.63, Synergy_HSA=-1.63.